The task is: Predict which catalyst facilitates the given reaction.. This data is from Catalyst prediction with 721,799 reactions and 888 catalyst types from USPTO. (1) Reactant: [CH3:1][O:2][C:3]1[CH:4]=[C:5]([C:9]2[N:10]=[C:11]3[CH:16]=[CH:15][C:14]([B:17]4[O:21]C(C)(C)C(C)(C)[O:18]4)=[CH:13][N:12]3[CH:26]=2)[CH:6]=[CH:7][CH:8]=1.[ClH:27]. Product: [ClH:27].[CH3:1][O:2][C:3]1[CH:4]=[C:5]([C:9]2[N:10]=[C:11]3[CH:16]=[CH:15][C:14]([B:17]([OH:21])[OH:18])=[CH:13][N:12]3[CH:26]=2)[CH:6]=[CH:7][CH:8]=1. The catalyst class is: 95. (2) The catalyst class is: 3. Reactant: F[C:2]1[CH:3]=[CH:4][C:5]([N+:12]([O-:14])=[O:13])=[C:6]([CH:11]=1)[C:7]([O:9][CH3:10])=[O:8].[NH2:15][C:16]1[CH:17]=[C:18]([OH:22])[CH:19]=[CH:20][CH:21]=1.C([O-])([O-])=O.[K+].[K+].C1OCCOCCOCCOCCOCCOC1. Product: [NH2:15][C:16]1[CH:17]=[C:18]([CH:19]=[CH:20][CH:21]=1)[O:22][C:2]1[CH:3]=[CH:4][C:5]([N+:12]([O-:14])=[O:13])=[C:6]([CH:11]=1)[C:7]([O:9][CH3:10])=[O:8]. (3) Reactant: [CH2:1]([C:5]1[N:6]=[C:7]([CH3:27])[NH:8][C:9](=[O:26])[C:10]=1[CH2:11][C:12]1[CH:17]=[CH:16][C:15]([C:18]2[C:19]([C:24]#[N:25])=[CH:20][CH:21]=[CH:22][CH:23]=2)=[CH:14][CH:13]=1)[CH2:2][CH2:3][CH3:4].N(C(N1CCCCC1)=O)=NC(N1CCCCC1)=O.C(P(CCCC)CCCC)CCC.[CH3:59][C:60]1([CH2:64]O)[CH2:63][O:62][CH2:61]1. Product: [CH2:1]([C:5]1[N:6]=[C:7]([CH3:27])[N:8]([CH2:59][C:60]2([CH3:64])[CH2:63][O:62][CH2:61]2)[C:9](=[O:26])[C:10]=1[CH2:11][C:12]1[CH:17]=[CH:16][C:15]([C:18]2[C:19]([C:24]#[N:25])=[CH:20][CH:21]=[CH:22][CH:23]=2)=[CH:14][CH:13]=1)[CH2:2][CH2:3][CH3:4]. The catalyst class is: 362. (4) Reactant: [Br:1][C:2]1[C:3]([S:11][C:12]2[N:13]([CH:22]3[CH2:27][CH2:26][NH:25][CH2:24][CH2:23]3)[C:14]3[C:19]([N:20]=2)=[C:18]([NH2:21])[N:17]=[CH:16][N:15]=3)=[CH:4][C:5]2[O:9][CH2:8][O:7][C:6]=2[CH:10]=1.CO.Cl[C:31]([C@@H:33]([O:35][C:36](=[O:38])[CH3:37])[CH3:34])=[O:32]. Product: [C:36]([O:35][C@@H:33]([CH3:34])[C:31]([N:25]1[CH2:26][CH2:27][CH:22]([N:13]2[C:12]([S:11][C:3]3[C:2]([Br:1])=[CH:10][C:6]4[O:7][CH2:8][O:9][C:5]=4[CH:4]=3)=[N:20][C:19]3[C:14]2=[N:15][CH:16]=[N:17][C:18]=3[NH2:21])[CH2:23][CH2:24]1)=[O:32])(=[O:38])[CH3:37]. The catalyst class is: 1.